From a dataset of Forward reaction prediction with 1.9M reactions from USPTO patents (1976-2016). Predict the product of the given reaction. (1) Given the reactants [CH2:1]([C:3]1[C:8](=[O:9])[NH:7][C:6]([CH3:10])=[C:5]([C:11]2[CH:16]=[CH:15][C:14]([C:17]([OH:19])=O)=[CH:13][N:12]=2)[CH:4]=1)[CH3:2].[N:20]1[CH:25]=[CH:24][CH:23]=[CH:22][C:21]=1[CH2:26][NH2:27], predict the reaction product. The product is: [N:20]1[CH:25]=[CH:24][CH:23]=[CH:22][C:21]=1[CH2:26][NH:27][C:17]([C:14]1[CH:15]=[CH:16][C:11]([C:5]2[CH:4]=[C:3]([CH2:1][CH3:2])[C:8](=[O:9])[NH:7][C:6]=2[CH3:10])=[N:12][CH:13]=1)=[O:19]. (2) Given the reactants Cl.[CH3:2][O:3][C:4](=[O:15])[C@H:5]([CH2:7][C:8]1[CH:13]=[CH:12][C:11]([OH:14])=[CH:10][CH:9]=1)[NH2:6].C(N(CC)CC)C, predict the reaction product. The product is: [CH3:2][O:3][C:4](=[O:15])[C@H:5]([CH2:7][C:8]1[CH:9]=[CH:10][C:11]([OH:14])=[CH:12][CH:13]=1)[NH2:6].